Dataset: Full USPTO retrosynthesis dataset with 1.9M reactions from patents (1976-2016). Task: Predict the reactants needed to synthesize the given product. (1) Given the product [CH2:35]([C:33]1[CH:32]=[CH:31][C:10]([O:11][C:12]2[CH:17]=[CH:16][C:15]([S:18]([NH:21][CH2:22][CH2:23][C:24]3[CH:29]=[CH:28][CH:27]=[CH:26][N:25]=3)(=[O:20])=[O:19])=[CH:14][C:13]=2[F:30])=[C:9]([OH:8])[CH:34]=1)[CH3:36], predict the reactants needed to synthesize it. The reactants are: C([O:8][C:9]1[CH:34]=[C:33]([CH2:35][CH3:36])[CH:32]=[CH:31][C:10]=1[O:11][C:12]1[CH:17]=[CH:16][C:15]([S:18]([NH:21][CH2:22][CH2:23][C:24]2[CH:29]=[CH:28][CH:27]=[CH:26][N:25]=2)(=[O:20])=[O:19])=[CH:14][C:13]=1[F:30])C1C=CC=CC=1.O1CCCC1. (2) The reactants are: [C:1]([N:8]([CH3:42])[CH:9]1[CH2:14][CH2:13][CH:12]([N:15]([CH2:30][C:31]2[CH:32]=[C:33](B(O)O)[CH:34]=[CH:35][C:36]=2[O:37][CH3:38])[C:16]([C:18]2[S:22][C:21]3[C:23]([F:28])=[CH:24][CH:25]=[C:26]([F:27])[C:20]=3[C:19]=2[Cl:29])=[O:17])[CH2:11][CH2:10]1)([O:3][C:4]([CH3:7])([CH3:6])[CH3:5])=[O:2].Br[C:44]1[CH:51]=[CH:50][C:47]([CH:48]=[O:49])=[CH:46][CH:45]=1. Given the product [Cl:29][C:19]1[C:20]2[C:26]([F:27])=[CH:25][CH:24]=[C:23]([F:28])[C:21]=2[S:22][C:18]=1[C:16]([N:15]([CH2:30][C:31]1[CH:32]=[C:33]([C:44]2[CH:51]=[CH:50][C:47]([CH:48]=[O:49])=[CH:46][CH:45]=2)[CH:34]=[CH:35][C:36]=1[O:37][CH3:38])[CH:12]1[CH2:11][CH2:10][CH:9]([N:8]([CH3:42])[C:1](=[O:2])[O:3][C:4]([CH3:5])([CH3:7])[CH3:6])[CH2:14][CH2:13]1)=[O:17], predict the reactants needed to synthesize it. (3) Given the product [O:29]([C:30]1[C:31]2[C:32](=[CH:33][CH:34]=[CH:35][CH:36]=2)[CH:47]=[CH:38][CH:39]=1)[C@@H:28]1[O:7][C@H:6]([CH2:5][OH:4])[C@@H:16]([OH:17])[C@H:26]1[OH:27].[C:38]1([OH:48])[C:47]2[C:42](=[CH:43][CH:44]=[CH:45][CH:46]=2)[CH:41]=[CH:40][CH:39]=1, predict the reactants needed to synthesize it. The reactants are: C([O:4][C@@H:5]1[O:27][C@H:26]([CH2:28][O:29][C:30](=O)[C:31]2[CH:36]=[CH:35][CH:34]=[CH:33][CH:32]=2)[C@@H:16]([O:17]C(=O)C2C=CC=CC=2)[C@H:6]1[O:7]C(=O)C1C=CC=CC=1)(=O)C.[C:38]1([OH:48])[C:47]2[C:42](=[CH:43][CH:44]=[CH:45][CH:46]=2)[CH:41]=[CH:40][CH:39]=1.B(F)(F)F. (4) Given the product [F:1][C:2]([F:10])([F:9])[C:3]1[CH:4]=[C:5]([CH3:6])[N:19]([C:16]2[CH:17]=[CH:18][C:13]([O:12][CH3:11])=[CH:14][CH:15]=2)[N:20]=1, predict the reactants needed to synthesize it. The reactants are: [F:1][C:2]([F:10])([F:9])[C:3](=O)[CH2:4][C:5](=O)[CH3:6].[CH3:11][O:12][C:13]1[CH:18]=[CH:17][C:16]([NH:19][NH2:20])=[CH:15][CH:14]=1.Cl. (5) Given the product [CH:9]1([C:8]([OH:11])=[O:10])[CH2:3][CH2:2][CH:1]([C:20]([OH:22])=[O:21])[CH2:6]1, predict the reactants needed to synthesize it. The reactants are: [CH:1]12CC(C[CH2:6]1)[CH:3]=[CH:2]2.[C:8]([O:11]CC)(=[O:10])[CH3:9].I([O-])(=O)(=O)=O.[Na+].[C:20](=[O:22])=[O:21]. (6) The reactants are: [C:1]([C:3]1[C:8]([C:9]2[N:13]([S:14]([C:17]3[CH:21]=[CH:20][O:19][CH:18]=3)(=[O:16])=[O:15])[CH:12]=[C:11]([CH2:22][N:23](C)[C:24](=O)OC(C)(C)C)[CH:10]=2)=[CH:7][CH:6]=[CH:5][N:4]=1)#[N:2].C(OCC)(=O)C.[ClH:38]. Given the product [ClH:38].[O:19]1[CH:20]=[CH:21][C:17]([S:14]([N:13]2[CH:12]=[C:11]([CH2:22][NH:23][CH3:24])[CH:10]=[C:9]2[C:8]2[C:3]([C:1]#[N:2])=[N:4][CH:5]=[CH:6][CH:7]=2)(=[O:16])=[O:15])=[CH:18]1, predict the reactants needed to synthesize it. (7) Given the product [CH:15]1([N:18]2[CH2:23][CH2:22][CH:21]([NH:24][C:2]3[CH:7]=[CH:6][C:5]([S:8]([NH2:11])(=[O:10])=[O:9])=[CH:4][C:3]=3[N+:12]([O-:14])=[O:13])[CH2:20][CH2:19]2)[CH2:17][CH2:16]1, predict the reactants needed to synthesize it. The reactants are: F[C:2]1[CH:7]=[CH:6][C:5]([S:8]([NH2:11])(=[O:10])=[O:9])=[CH:4][C:3]=1[N+:12]([O-:14])=[O:13].[CH:15]1([N:18]2[CH2:23][CH2:22][CH:21]([NH2:24])[CH2:20][CH2:19]2)[CH2:17][CH2:16]1.C(N(CC)C(C)C)(C)C. (8) Given the product [N+:13]([C:4]1[CH:5]=[CH:6][C:1]([C:7]2([C:10]([O:12][CH3:23])=[O:11])[CH2:9][CH2:8]2)=[CH:2][CH:3]=1)([O-:16])=[O:14], predict the reactants needed to synthesize it. The reactants are: [C:1]1([C:7]2([C:10]([O-:12])=[O:11])[CH2:9][CH2:8]2)[CH:6]=[CH:5][CH:4]=[CH:3][CH:2]=1.[N+:13]([O-:16])([O-])=[O:14].[K+].OS(O)(=O)=O.[CH2:23](Cl)Cl. (9) Given the product [CH:33]1([NH:32][C:30](=[O:31])[C:29]2[CH:28]=[CH:27][C:26]([C:23]3[NH:22][C:21]([C:18]4[CH:17]=[CH:16][C:15]([NH:14][C:11]([C:1]56[CH2:10][CH:5]7[CH2:6][CH:7]([CH2:9][CH:3]([CH2:4]7)[CH2:2]5)[CH2:8]6)=[O:12])=[CH:20][CH:19]=4)=[N:25][CH:24]=3)=[CH:40][CH:39]=2)[CH2:38][CH2:37][CH2:36][CH2:35][CH2:34]1, predict the reactants needed to synthesize it. The reactants are: [C:1]12([C:11](Cl)=[O:12])[CH2:10][CH:5]3[CH2:6][CH:7]([CH2:9][CH:3]([CH2:4]3)[CH2:2]1)[CH2:8]2.[NH2:14][C:15]1[CH:20]=[CH:19][C:18]([C:21]2[NH:22][C:23]([C:26]3[CH:40]=[CH:39][C:29]([C:30]([NH:32][CH:33]4[CH2:38][CH2:37][CH2:36][CH2:35][CH2:34]4)=[O:31])=[CH:28][CH:27]=3)=[CH:24][N:25]=2)=[CH:17][CH:16]=1. (10) Given the product [Cl:14][C:11]1[CH:12]=[CH:13][C:8]2[N:9]([CH:15]=[C:6]([NH2:17])[N:7]=2)[N:10]=1, predict the reactants needed to synthesize it. The reactants are: N(C([C:6]1[N:7]=[C:8]2[CH:13]=[CH:12][C:11]([Cl:14])=[N:10][N:9]2[CH:15]=1)=O)=[N+]=[N-].C[N:17](C=O)C.